From a dataset of Full USPTO retrosynthesis dataset with 1.9M reactions from patents (1976-2016). Predict the reactants needed to synthesize the given product. (1) Given the product [CH3:9][O:8][C:5]1[N:4]=[N:3][C:2]([NH:14][C:12](=[O:13])[C:11]([CH3:16])([CH3:15])[CH3:10])=[CH:7][CH:6]=1, predict the reactants needed to synthesize it. The reactants are: Cl[C:2]1[N:3]=[N:4][C:5]([O:8][CH3:9])=[CH:6][CH:7]=1.[CH3:10][C:11]([CH3:16])([CH3:15])[C:12]([NH2:14])=[O:13].C1C=CC(P(C2C(C3C(P(C4C=CC=CC=4)C4C=CC=CC=4)=CC=C4C=3C=CC=C4)=C3C(C=CC=C3)=CC=2)C2C=CC=CC=2)=CC=1.C([O-])([O-])=O.[Cs+].[Cs+]. (2) Given the product [Cl:14][C:10]1[CH:9]=[C:8]([NH:7][C:4]2[C:3]([C:15]([NH2:17])=[O:16])=[C:2]([NH:1][CH2:29][C:28]3[CH:27]=[CH:26][C:25]([O:24][C:19]4[N:18]=[CH:23][CH:22]=[CH:21][N:20]=4)=[CH:32][CH:31]=3)[NH:6][N:5]=2)[CH:13]=[CH:12][CH:11]=1, predict the reactants needed to synthesize it. The reactants are: [NH2:1][C:2]1[NH:6][N:5]=[C:4]([NH:7][C:8]2[CH:13]=[CH:12][CH:11]=[C:10]([Cl:14])[CH:9]=2)[C:3]=1[C:15]([NH2:17])=[O:16].[N:18]1[CH:23]=[CH:22][CH:21]=[N:20][C:19]=1[O:24][C:25]1[CH:32]=[CH:31][C:28]([CH:29]=O)=[CH:27][CH:26]=1.[BH4-].[Na+]. (3) Given the product [F:21][C:12]1[C:11]([O:10][CH:7]([C:5]2[O:6][C:2]([S:33][CH3:32])=[C:3]([C:22]3[CH:27]=[CH:26][C:25]([C:28]([F:31])([F:30])[F:29])=[CH:24][CH:23]=3)[N:4]=2)[CH2:8][OH:9])=[CH:19][CH:18]=[C:17]([F:20])[C:13]=1[C:14]([NH2:16])=[O:15], predict the reactants needed to synthesize it. The reactants are: Br[C:2]1[O:6][C:5]([CH:7]([O:10][C:11]2[C:12]([F:21])=[C:13]([C:17]([F:20])=[CH:18][CH:19]=2)[C:14]([NH2:16])=[O:15])[CH2:8][OH:9])=[N:4][C:3]=1[C:22]1[CH:27]=[CH:26][C:25]([C:28]([F:31])([F:30])[F:29])=[CH:24][CH:23]=1.[CH3:32][S-:33].[Na+]. (4) Given the product [CH3:17][O:16][N:15]([CH3:14])[C:10](=[O:12])[CH2:9][NH:8][C:1](=[O:2])[O:3][C:4]([CH3:5])([CH3:6])[CH3:7], predict the reactants needed to synthesize it. The reactants are: [C:1]([NH:8][CH2:9][C:10]([OH:12])=O)([O:3][C:4]([CH3:7])([CH3:6])[CH3:5])=[O:2].Cl.[CH3:14][NH:15][O:16][CH3:17].CCN=C=NCCCN(C)C.C1C=CC2N(O)N=NC=2C=1.CN1CCOCC1.Cl. (5) The reactants are: Br[C:2]1[C:3]([NH:31][C@@H:32]2[CH2:36][CH2:35][N:34]([C:37]([O:39][C:40]([CH3:43])([CH3:42])[CH3:41])=[O:38])[CH2:33]2)=[N:4][C:5]([NH:11][C:12]2[CH:17]=[CH:16][C:15]([N:18]3[CH2:23][CH2:22][CH:21]([N:24]4[CH2:29][CH2:28][N:27]([CH3:30])[CH2:26][CH2:25]4)[CH2:20][CH2:19]3)=[CH:14][CH:13]=2)=[C:6]([C:8](=[O:10])[NH2:9])[N:7]=1.[N:44]1[CH:49]=[CH:48][C:47](B(O)O)=[CH:46][CH:45]=1.CN1CCCC1=O.C(=O)([O-])[O-].[Na+].[Na+]. Given the product [C:8]([C:6]1[N:7]=[C:2]([C:47]2[CH:48]=[CH:49][N:44]=[CH:45][CH:46]=2)[C:3]([NH:31][C@@H:32]2[CH2:36][CH2:35][N:34]([C:37]([O:39][C:40]([CH3:43])([CH3:42])[CH3:41])=[O:38])[CH2:33]2)=[N:4][C:5]=1[NH:11][C:12]1[CH:17]=[CH:16][C:15]([N:18]2[CH2:23][CH2:22][CH:21]([N:24]3[CH2:29][CH2:28][N:27]([CH3:30])[CH2:26][CH2:25]3)[CH2:20][CH2:19]2)=[CH:14][CH:13]=1)(=[O:10])[NH2:9], predict the reactants needed to synthesize it. (6) Given the product [CH2:1]([NH:3][CH2:9][C:8]1[CH:11]=[CH:12][C:5]([OH:4])=[CH:6][CH:7]=1)[CH3:2], predict the reactants needed to synthesize it. The reactants are: [CH2:1]([NH2:3])[CH3:2].[OH:4][C:5]1[CH:12]=[CH:11][C:8]([CH:9]=O)=[CH:7][CH:6]=1.